This data is from Forward reaction prediction with 1.9M reactions from USPTO patents (1976-2016). The task is: Predict the product of the given reaction. (1) Given the reactants Cl[C:2]1[CH:7]=[CH:6][N:5]=[C:4]([NH2:8])[C:3]=1I.[NH2:10][C:11]1[CH:12]=[CH:13][C:14]([F:18])=[C:15]([OH:17])[CH:16]=1.[O:19]([C:26]1[CH:31]=[CH:30][C:29](B(O)O)=[CH:28][CH:27]=1)[C:20]1[CH:25]=[CH:24][CH:23]=[CH:22][CH:21]=1.[C:35](Cl)(=[O:38])[CH:36]=[CH2:37], predict the reaction product. The product is: [NH2:8][C:4]1[C:3]([C:23]2[CH:24]=[CH:25][C:20]([O:19][C:26]3[CH:31]=[CH:30][CH:29]=[CH:28][CH:27]=3)=[CH:21][CH:22]=2)=[C:2]([O:17][C:15]2[CH:16]=[C:11]([NH:10][C:35](=[O:38])[CH:36]=[CH2:37])[CH:12]=[CH:13][C:14]=2[F:18])[CH:7]=[CH:6][N:5]=1. (2) The product is: [N+:8]([C:5]1[CH:6]=[CH:7][C:2]([NH:19][CH2:20][CH2:21][O:22][CH2:23][CH2:24][OH:18])=[C:3]([CH3:11])[CH:4]=1)([O-:10])=[O:9]. Given the reactants F[C:2]1[CH:7]=[CH:6][C:5]([N+:8]([O-:10])=[O:9])=[CH:4][C:3]=1[CH3:11].CN1CCCC1=[O:18].[NH2:19][CH2:20][CH2:21][O:22][CH:23](O)[CH3:24].C([O-])([O-])=O.[K+].[K+], predict the reaction product. (3) Given the reactants [CH3:1][C:2]1[C:10]([N+:11]([O-:13])=[O:12])=[CH:9][CH:8]=[CH:7][C:3]=1[C:4]([OH:6])=[O:5].[Br:14]N1C(C)(C)C(=O)N(Br)C1=O, predict the reaction product. The product is: [Br:14][C:8]1[CH:9]=[C:10]([N+:11]([O-:13])=[O:12])[C:2]([CH3:1])=[C:3]([CH:7]=1)[C:4]([OH:6])=[O:5]. (4) The product is: [CH2:1]([N:8]1[C:12]2([CH2:16][CH2:15][N:14]([C:18]3[CH:19]=[N:20][CH:21]=[C:22]([O:24][C:25]4[CH:26]=[CH:27][CH:28]=[CH:29][CH:30]=4)[CH:23]=3)[CH2:13]2)[CH2:11][CH2:10][CH2:9]1)[C:2]1[CH:3]=[CH:4][CH:5]=[CH:6][CH:7]=1. Given the reactants [CH2:1]([N:8]1[C:12]2([CH2:16][CH2:15][NH:14][CH2:13]2)[CH2:11][CH2:10][CH2:9]1)[C:2]1[CH:7]=[CH:6][CH:5]=[CH:4][CH:3]=1.Br[C:18]1[CH:19]=[N:20][CH:21]=[C:22]([O:24][C:25]2[CH:30]=[CH:29][CH:28]=[CH:27][CH:26]=2)[CH:23]=1.CC(C)([O-])C.[K+], predict the reaction product.